This data is from Peptide-MHC class I binding affinity with 185,985 pairs from IEDB/IMGT. The task is: Regression. Given a peptide amino acid sequence and an MHC pseudo amino acid sequence, predict their binding affinity value. This is MHC class I binding data. (1) The peptide sequence is MIVLPNKVRI. The MHC is HLA-A02:01 with pseudo-sequence HLA-A02:01. The binding affinity (normalized) is 0. (2) The peptide sequence is KEVNARIEPF. The MHC is HLA-B18:01 with pseudo-sequence HLA-B18:01. The binding affinity (normalized) is 0.240. (3) The binding affinity (normalized) is 0.672. The MHC is HLA-A68:01 with pseudo-sequence HLA-A68:01. The peptide sequence is TTVITPMMR. (4) The peptide sequence is EVWGMRWPI. The MHC is HLA-B07:02 with pseudo-sequence HLA-B07:02. The binding affinity (normalized) is 0.219.